From a dataset of Forward reaction prediction with 1.9M reactions from USPTO patents (1976-2016). Predict the product of the given reaction. (1) Given the reactants [CH:1]1([CH2:4][N:5]2[CH2:10][CH2:9][N:8]([C@@H:11]3[CH2:16][CH2:15][C@H:14]([NH2:17])[CH2:13][CH2:12]3)[CH2:7][CH2:6]2)[CH2:3][CH2:2]1.[CH2:18]([C@H:20]1[N:29]([CH:30]([CH3:32])[CH3:31])[C:28]2[N:27]=[C:26]([NH:33][C:34]3[CH:35]=[CH:36][C:37]([C:43](O)=[O:44])=[C:38]4[C:42]=3[O:41][CH2:40][CH2:39]4)[N:25]=[CH:24][C:23]=2[N:22]([CH3:46])[C:21]1=[O:47])[CH3:19].F[B-](F)(F)F.N1(OC(N(C)C)=[N+](C)C)C2C=CC=CC=2N=N1.C(N(C(C)C)CC)(C)C.N, predict the reaction product. The product is: [CH:1]1([CH2:4][N:5]2[CH2:10][CH2:9][N:8]([C@@H:11]3[CH2:16][CH2:15][C@H:14]([NH:17][C:43]([C:37]4[CH:36]=[CH:35][C:34]([NH:33][C:26]5[N:25]=[CH:24][C:23]6[N:22]([CH3:46])[C:21](=[O:47])[C@@H:20]([CH2:18][CH3:19])[N:29]([CH:30]([CH3:31])[CH3:32])[C:28]=6[N:27]=5)=[C:42]5[O:41][CH2:40][CH2:39][C:38]=45)=[O:44])[CH2:13][CH2:12]3)[CH2:7][CH2:6]2)[CH2:2][CH2:3]1. (2) Given the reactants [CH3:1][O:2][C:3]1[CH:10]=[CH:9][CH:8]=[CH:7][C:4]=1[CH:5]=O.[N+:11]([CH3:14])([O-:13])=[O:12].[OH-].[Na+], predict the reaction product. The product is: [CH3:1][O:2][C:3]1[CH:10]=[CH:9][CH:8]=[CH:7][C:4]=1[CH:5]=[CH:14][N+:11]([O-:13])=[O:12]. (3) Given the reactants [N:1]1[CH:6]=[CH:5][CH:4]=[CH:3][C:2]=1[NH:7][C:8](=[O:13])[C:9]([CH3:12])([CH3:11])[CH3:10].C([Li])CCC.CN(C1C=CC=CC=1)[S:21][C:22]([F:25])([F:24])[F:23], predict the reaction product. The product is: [F:23][C:22]([F:25])([F:24])[S:21][C:3]1[C:2]([NH:7][C:8](=[O:13])[C:9]([CH3:10])([CH3:12])[CH3:11])=[N:1][CH:6]=[CH:5][CH:4]=1. (4) Given the reactants [CH3:1][O:2][C:3]([C:5]1[CH:20]=[CH:19][C:8](/[CH:9]=[N:10]/[NH:11][C:12]([O:14][C:15]([CH3:18])([CH3:17])[CH3:16])=[O:13])=[CH:7][CH:6]=1)=[O:4].CO.CC(O)=O, predict the reaction product. The product is: [CH3:1][O:2][C:3]([C:5]1[CH:6]=[CH:7][C:8]([CH2:9][NH:10][NH:11][C:12]([O:14][C:15]([CH3:16])([CH3:18])[CH3:17])=[O:13])=[CH:19][CH:20]=1)=[O:4]. (5) Given the reactants Br[CH:2]1[C:20](=[O:21])[C:6]2=[CH:7][CH:8]=[C:9]3[C:14]([O:13][CH2:12][C:11]4[CH:15]=[C:16]([Cl:19])[CH:17]=[CH:18][C:10]3=4)=[C:5]2[CH2:4][CH2:3]1.[N:22]1([C:30]([O:32][C:33]([CH3:36])([CH3:35])[CH3:34])=[O:31])[CH2:29][CH2:28][CH2:27][C@H:23]1[C:24]([OH:26])=[O:25].C(N(C(C)C)CC)(C)C, predict the reaction product. The product is: [N:22]1([C:30]([O:32][C:33]([CH3:36])([CH3:35])[CH3:34])=[O:31])[CH2:29][CH2:28][CH2:27][CH:23]1[C:24]([O:26][C@@H:2]1[C:20](=[O:21])[C:6]2=[CH:7][CH:8]=[C:9]3[C:14]([O:13][CH2:12][C:11]4[CH:15]=[C:16]([Cl:19])[CH:17]=[CH:18][C:10]3=4)=[C:5]2[CH2:4][CH2:3]1)=[O:25].